From a dataset of Forward reaction prediction with 1.9M reactions from USPTO patents (1976-2016). Predict the product of the given reaction. (1) Given the reactants [CH:1]1[N:5]=[CH:4][N:3]2[CH:6]([C:9]3[CH:16]=[CH:15][C:12]([C:13]#[N:14])=[CH:11][C:10]=3[N+:17]([O-])=O)[CH2:7][CH2:8][C:2]=12.CCO, predict the reaction product. The product is: [NH2:17][C:10]1[CH:11]=[C:12]([CH:15]=[CH:16][C:9]=1[CH:6]1[N:3]2[CH:4]=[N:5][CH:1]=[C:2]2[CH2:8][CH2:7]1)[C:13]#[N:14]. (2) Given the reactants Br[C:2]1[CH:3]=[C:4]2[C:8](=[C:9]([CH3:11])[CH:10]=1)[C:7](=[O:12])[N:6]([CH:13]1[CH2:15][CH2:14]1)[CH2:5]2.[N:16]1[CH:21]=[CH:20][CH:19]=[C:18](B(O)O)[CH:17]=1.C([O-])([O-])=O.[Cs+].[Cs+], predict the reaction product. The product is: [CH:13]1([N:6]2[CH2:5][C:4]3[C:8](=[C:9]([CH3:11])[CH:10]=[C:2]([C:18]4[CH:17]=[N:16][CH:21]=[CH:20][CH:19]=4)[CH:3]=3)[C:7]2=[O:12])[CH2:15][CH2:14]1. (3) Given the reactants [CH2:1]([O:3][C:4](=[O:17])[CH2:5][N:6]1[C:10](=[O:11])[CH:9]2[CH:12]=[C:13](Br)[S:14][CH:8]2[C:7]1=[O:16])[CH3:2].[CH3:18][O:19][C:20]1[CH:25]=[CH:24][C:23](B(O)O)=[CH:22][CH:21]=1.C(=O)([O-])[O-].[Cs+].[Cs+], predict the reaction product. The product is: [CH2:1]([O:3][C:4](=[O:17])[CH2:5][N:6]1[C:10](=[O:11])[CH:9]2[CH:12]=[C:13]([C:23]3[CH:24]=[CH:25][C:20]([O:19][CH3:18])=[CH:21][CH:22]=3)[S:14][CH:8]2[C:7]1=[O:16])[CH3:2].